This data is from Full USPTO retrosynthesis dataset with 1.9M reactions from patents (1976-2016). The task is: Predict the reactants needed to synthesize the given product. (1) Given the product [NH2:8][C:6]1[CH:5]=[CH:4][N:3]=[C:2]([C:9]#[N:10])[CH:7]=1, predict the reactants needed to synthesize it. The reactants are: Cl[C:2]1[CH:7]=[C:6]([NH2:8])[CH:5]=[CH:4][N:3]=1.[CH3:9][N:10](C=O)C. (2) Given the product [NH2:8][C:9]1[CH:14]=[CH:13][CH:12]=[CH:11][C:10]=1[C:15]1[N:16]([CH2:34][CH2:35][C:36]([OH:38])=[O:37])[C:17]2[C:22]([C:23]=1[CH:24]1[CH2:25][CH2:26][CH2:27][CH2:28][CH2:29]1)=[CH:21][CH:20]=[C:19]([C:30]([O:32][CH3:33])=[O:31])[CH:18]=2, predict the reactants needed to synthesize it. The reactants are: C(OC([NH:8][C:9]1[CH:14]=[CH:13][CH:12]=[CH:11][C:10]=1[C:15]1[N:16]([CH2:34][CH2:35][C:36]([OH:38])=[O:37])[C:17]2[C:22]([C:23]=1[CH:24]1[CH2:29][CH2:28][CH2:27][CH2:26][CH2:25]1)=[CH:21][CH:20]=[C:19]([C:30]([O:32][CH3:33])=[O:31])[CH:18]=2)=O)(C)(C)C.C(O)(C(F)(F)F)=O. (3) Given the product [NH2:42][C:21]1[CH:22]=[C:23]2[C:28](=[CH:29][CH:30]=1)[N:27]([CH2:31][CH2:32][N:33]([CH3:37])[CH2:34][CH2:35][OH:36])[CH2:26][CH2:25][CH2:24]2, predict the reactants needed to synthesize it. The reactants are: C(P(C(C)(C)C)C(C)(C)C)(C)(C)C.CCCCCC.Br[C:21]1[CH:22]=[C:23]2[C:28](=[CH:29][CH:30]=1)[N:27]([CH2:31][CH2:32][N:33]([CH3:37])[CH2:34][CH2:35][OH:36])[CH2:26][CH2:25][CH2:24]2.C[Si]([N-:42][Si](C)(C)C)(C)C.[Li+]. (4) Given the product [Cl:1][C:2]1[CH:7]=[C:6]([CH2:8][C:9]2[C:17]([F:18])=[CH:16][C:15]([C:19]#[N:20])=[C:14]3[C:10]=2[C:11]([CH3:30])=[C:12]([CH3:29])[NH:13]3)[CH:5]=[CH:4][N:3]=1, predict the reactants needed to synthesize it. The reactants are: [Cl:1][C:2]1[CH:7]=[C:6]([CH2:8][C:9]2[C:17]([F:18])=[CH:16][C:15]([C:19]#[N:20])=[C:14]3[C:10]=2[C:11]([CH3:30])=[C:12]([CH3:29])[N:13]3COCC[Si](C)(C)C)[CH:5]=[CH:4][N:3]=1.[F-].C([N+](CCCC)(CCCC)CCCC)CCC. (5) The reactants are: [Br:1][C:2]1[CH:7]=[C:6]([O:8][C:9]([F:12])([F:11])[F:10])[CH:5]=[CH:4][C:3]=1[NH:13][C:14]([C:16]1[CH:20]=[CH:19][NH:18][N:17]=1)=[O:15].[N:21]([CH2:24][CH2:25][CH2:26][CH2:27][CH2:28][C:29]([O:31][CH2:32][CH3:33])=[O:30])=[C:22]=[O:23]. Given the product [CH2:32]([O:31][C:29](=[O:30])[CH2:28][CH2:27][CH2:26][CH2:25][CH2:24][NH:21][C:22]([N:18]1[CH:19]=[CH:20][C:16]([C:14](=[O:15])[NH:13][C:3]2[CH:4]=[CH:5][C:6]([O:8][C:9]([F:12])([F:11])[F:10])=[CH:7][C:2]=2[Br:1])=[N:17]1)=[O:23])[CH3:33], predict the reactants needed to synthesize it. (6) Given the product [Cl:38][C:2]1[S:3][C:4]([CH2:7][N:15]2[C:23]3[C:18](=[CH:19][CH:20]=[CH:21][CH:22]=3)[C:17]3([C:27]4=[CH:28][C:29]5[O:33][CH2:32][O:31][C:30]=5[CH:34]=[C:26]4[O:25][CH2:24]3)[C:16]2=[O:35])=[CH:5][N:6]=1, predict the reactants needed to synthesize it. The reactants are: Br[C:2]1[S:3][C:4]([CH2:7]O)=[CH:5][N:6]=1.C(=O)([O-])[O-].[Cs+].[Cs+].[NH:15]1[C:23]2[C:18](=[CH:19][CH:20]=[CH:21][CH:22]=2)[C:17]2([C:27]3=[CH:28][C:29]4[O:33][CH2:32][O:31][C:30]=4[CH:34]=[C:26]3[O:25][CH2:24]2)[C:16]1=[O:35].S(Cl)([Cl:38])=O. (7) Given the product [F:25][C:24]1[C:19]([CH2:18][O:17][C:9]2[CH:8]=[C:7]([C:36]3[CH:37]=[N:38][C:39]([NH2:42])=[N:40][CH:41]=3)[C:16]3[CH2:15][CH2:14][CH2:13][CH2:12][C:11]=3[N:10]=2)=[N:20][CH:21]=[CH:22][CH:23]=1.[ClH:45].[F:25][C:24]1[C:19]([CH2:18][O:17][C:9]2[CH:8]=[C:7]([C:36]3[CH:37]=[N:38][C:39]([NH2:42])=[N:40][CH:41]=3)[C:16]3[CH2:15][CH2:14][CH2:13][CH2:12][C:11]=3[N:10]=2)=[N:20][CH:21]=[CH:22][CH:23]=1, predict the reactants needed to synthesize it. The reactants are: FC(F)(F)S(O[C:7]1[C:16]2[CH2:15][CH2:14][CH2:13][CH2:12][C:11]=2[N:10]=[C:9]([O:17][CH2:18][C:19]2[C:24]([F:25])=[CH:23][CH:22]=[CH:21][N:20]=2)[CH:8]=1)(=O)=O.CC1(C)C(C)(C)OB([C:36]2[CH:37]=[N:38][C:39]([NH2:42])=[N:40][CH:41]=2)O1.C(Cl)(Cl)[Cl:45].Cl.CCOCC.